This data is from Reaction yield outcomes from USPTO patents with 853,638 reactions. The task is: Predict the reaction yield, written as a fraction of the theoretical maximum amount of product (1.0 means a 100% yield; for example, 0.34 means a 34% yield). (1) The reactants are [CH2:1]([O:8][C:9](=[O:30])[NH:10][C:11]1[CH:16]=[CH:15][C:14]([F:17])=[C:13]([CH:18]([OH:28])[C:19]2[C:27]3[C:22](=[N:23][CH:24]=[CH:25][CH:26]=3)[NH:21][CH:20]=2)[C:12]=1[F:29])[C:2]1[CH:7]=[CH:6][CH:5]=[CH:4][CH:3]=1.O1CCCC1.CC(OI1(OC(C)=O)(OC(C)=O)OC(=O)C2C=CC=CC1=2)=O. The catalyst is O. The product is [CH2:1]([O:8][C:9](=[O:30])[NH:10][C:11]1[CH:16]=[CH:15][C:14]([F:17])=[C:13]([C:18]([C:19]2[C:27]3[C:22](=[N:23][CH:24]=[CH:25][CH:26]=3)[NH:21][CH:20]=2)=[O:28])[C:12]=1[F:29])[C:2]1[CH:3]=[CH:4][CH:5]=[CH:6][CH:7]=1. The yield is 0.910. (2) The yield is 0.810. The reactants are [CH:1]([NH:14][C:15]1[CH:20]=[CH:19][C:18]([Cl:21])=[CH:17][C:16]=1I)([C:8]1[CH:13]=[CH:12][CH:11]=[CH:10][CH:9]=1)[C:2]1[CH:7]=[CH:6][CH:5]=[CH:4][CH:3]=1.C(N(CC)CC)C.[CH2:30]([NH:34][S:35]([CH2:38][C:39]1[CH:44]=[CH:43][C:42]([Cl:45])=[C:41]([Cl:46])[CH:40]=1)(=[O:37])=[O:36])[CH2:31][C:32]#[CH:33]. The product is [CH:1]([NH:14][C:15]1[CH:20]=[CH:19][C:18]([Cl:21])=[CH:17][C:16]=1[C:33]#[C:32][CH2:31][CH2:30][NH:34][S:35]([CH2:38][C:39]1[CH:44]=[CH:43][C:42]([Cl:45])=[C:41]([Cl:46])[CH:40]=1)(=[O:37])=[O:36])([C:8]1[CH:13]=[CH:12][CH:11]=[CH:10][CH:9]=1)[C:2]1[CH:7]=[CH:6][CH:5]=[CH:4][CH:3]=1. The catalyst is Cl[Pd](Cl)([P](C1C=CC=CC=1)(C1C=CC=CC=1)C1C=CC=CC=1)[P](C1C=CC=CC=1)(C1C=CC=CC=1)C1C=CC=CC=1.[Cu]I. (3) The reactants are Br[C:2]1[CH:13]=[N:12][C:5]2[NH:6][C:7](=[O:11])[CH2:8][CH2:9][CH2:10][C:4]=2[CH:3]=1.[C:14]([O:18][C:19]([CH3:22])([CH3:21])[CH3:20])(=[O:17])[CH:15]=[CH2:16].CCN(C(C)C)C(C)C.CC1C=CC=CC=1P(C1C=CC=CC=1C)C1C=CC=CC=1C.N#N. The catalyst is C(#N)CC.CC([O-])=O.CC([O-])=O.[Pd+2]. The product is [O:11]=[C:7]1[NH:6][C:5]2[N:12]=[CH:13][C:2](/[CH:16]=[CH:15]/[C:14]([O:18][C:19]([CH3:22])([CH3:21])[CH3:20])=[O:17])=[CH:3][C:4]=2[CH2:10][CH2:9][CH2:8]1. The yield is 0.580. (4) The reactants are [CH2:1]([C:8]1[CH:9]=[N:10][C:11]2[C:16]([C:17]=1[C:18]1[CH:23]=[CH:22][CH:21]=[C:20]([C:24]#[CH:25])[CH:19]=1)=[CH:15][CH:14]=[CH:13][C:12]=2[C:26]([F:29])([F:28])[F:27])[C:2]1[CH:7]=[CH:6][CH:5]=[CH:4][CH:3]=1.I[C:31]1[CH:36]=[CH:35][CH:34]=[CH:33][CH:32]=1.N1CCCCC1. The catalyst is C1(C)C=CC=CC=1.Cl[Pd](Cl)([P](C1C=CC=CC=1)(C1C=CC=CC=1)C1C=CC=CC=1)[P](C1C=CC=CC=1)(C1C=CC=CC=1)C1C=CC=CC=1. The product is [CH2:1]([C:8]1[CH:9]=[N:10][C:11]2[C:16]([C:17]=1[C:18]1[CH:23]=[CH:22][CH:21]=[C:20]([C:24]#[C:25][C:31]3[CH:36]=[CH:35][CH:34]=[CH:33][CH:32]=3)[CH:19]=1)=[CH:15][CH:14]=[CH:13][C:12]=2[C:26]([F:29])([F:28])[F:27])[C:2]1[CH:3]=[CH:4][CH:5]=[CH:6][CH:7]=1. The yield is 0.750. (5) The reactants are [Cl:1][C:2]1[CH:3]=[C:4]([S:8]([CH:11]2[CH2:16][CH2:15][NH:14][CH2:13][CH2:12]2)(=[O:10])=[O:9])[CH:5]=[CH:6][CH:7]=1.Cl[C:18]1[C:23]([Cl:24])=[CH:22][CH:21]=[CH:20][N:19]=1.CCN(C(C)C)C(C)C. The catalyst is O1CCOCC1. The product is [Cl:24][C:23]1[C:18]([N:14]2[CH2:15][CH2:16][CH:11]([S:8]([C:4]3[CH:5]=[CH:6][CH:7]=[C:2]([Cl:1])[CH:3]=3)(=[O:10])=[O:9])[CH2:12][CH2:13]2)=[N:19][CH:20]=[CH:21][CH:22]=1. The yield is 0.340. (6) The reactants are [CH3:1][NH:2][CH2:3][CH2:4][C:5]#[C:6][C:7]1[CH:12]=[CH:11][CH:10]=[CH:9][N:8]=1.[CH3:13][O:14][C:15]1[CH:23]=[CH:22][CH:21]=[CH:20][C:16]=1[C:17](Cl)=[O:18]. No catalyst specified. The product is [CH3:13][O:14][C:15]1[CH:23]=[CH:22][CH:21]=[CH:20][C:16]=1[C:17]([N:2]([CH3:1])[CH2:3][CH2:4][C:5]#[C:6][C:7]1[CH:12]=[CH:11][CH:10]=[CH:9][N:8]=1)=[O:18]. The yield is 0.770. (7) The reactants are C1(S([N:10]2[C:14]3[N:15]=[CH:16][N:17]=[C:18]([N:19]4[CH2:24][CH2:23][CH2:22][CH2:21][CH2:20]4)[C:13]=3[C:12](Br)=[CH:11]2)(=O)=O)C=CC=CC=1.[C:26]1(B(O)O)[CH:31]=[CH:30][CH:29]=[CH:28][CH:27]=1.P([O-])([O-])([O-])=O.[K+].[K+].[K+]. The catalyst is O1CCOCC1.[Pd].C1(P(C2C=CC=CC=2)C2C=CC=CC=2)C=CC=CC=1.C1(P(C2C=CC=CC=2)C2C=CC=CC=2)C=CC=CC=1.C1(P(C2C=CC=CC=2)C2C=CC=CC=2)C=CC=CC=1.C1(P(C2C=CC=CC=2)C2C=CC=CC=2)C=CC=CC=1. The product is [C:26]1([C:12]2[C:13]3[C:18]([N:19]4[CH2:20][CH2:21][CH2:22][CH2:23][CH2:24]4)=[N:17][CH:16]=[N:15][C:14]=3[NH:10][CH:11]=2)[CH:31]=[CH:30][CH:29]=[CH:28][CH:27]=1. The yield is 0.200. (8) The yield is 0.500. The catalyst is CC(O)=O.[Zn]. The product is [F:20][C:17]([F:18])([F:19])[C:11]1[CH:12]=[C:13]2[C:8](=[CH:9][CH:10]=1)[NH:7][C:6]1[CH:5]=[C:4]([NH2:1])[CH:16]=[CH:15][C:14]2=1. The reactants are [N+:1]([C:4]1[CH:16]=[CH:15][C:14]2[C:13]3[C:8](=[CH:9][CH:10]=[C:11]([C:17]([F:20])([F:19])[F:18])[CH:12]=3)[NH:7][C:6]=2[CH:5]=1)([O-])=O. (9) The reactants are N[C:2]1[CH:3]=[C:4]2[C:9](=[CH:10][CH:11]=1)[C:7](=[O:8])[O:6][CH2:5]2.C=O.[C:14]([BH3-])#[N:15].[Na+].[CH3:18]C(O)=O. The catalyst is C(#N)C. The product is [CH3:18][N:15]([CH3:14])[C:2]1[CH:3]=[C:4]2[C:9](=[CH:10][CH:11]=1)[C:7](=[O:8])[O:6][CH2:5]2. The yield is 0.660.